Predict the reactants needed to synthesize the given product. From a dataset of Full USPTO retrosynthesis dataset with 1.9M reactions from patents (1976-2016). (1) Given the product [F:1][C:2]1[CH:9]=[CH:8][C:7]([CH2:10][CH2:11][C:12]2([OH:32])[CH2:17][CH2:16][N:15]([C:18](=[O:31])[CH2:19][C:20]3[CH:25]=[CH:24][C:23]([N:26]4[CH:30]=[N:29][N:28]=[N:27]4)=[CH:22][CH:21]=3)[CH2:14][CH2:13]2)=[CH:6][C:3]=1[C:4]#[N:5], predict the reactants needed to synthesize it. The reactants are: [F:1][C:2]1[CH:9]=[CH:8][C:7]([C:10]#[C:11][C:12]2([OH:32])[CH2:17][CH2:16][N:15]([C:18](=[O:31])[CH2:19][C:20]3[CH:25]=[CH:24][C:23]([N:26]4[CH:30]=[N:29][N:28]=[N:27]4)=[CH:22][CH:21]=3)[CH2:14][CH2:13]2)=[CH:6][C:3]=1[C:4]#[N:5]. (2) Given the product [Cl:31][C:28]1[CH:29]=[CH:30][C:25]([O:24][C:22]([N:15]2[C:16]3[C:11](=[CH:10][C:9]([O:8][CH2:7][CH2:6][CH2:5][CH2:4][N:3]([CH2:1][CH3:2])[CH2:19][CH3:20])=[CH:18][CH:17]=3)[CH2:12][CH2:13][CH2:14]2)=[O:23])=[CH:26][CH:27]=1, predict the reactants needed to synthesize it. The reactants are: [CH2:1]([N:3]([CH2:19][CH3:20])[CH2:4][CH2:5][CH2:6][CH2:7][O:8][C:9]1[CH:10]=[C:11]2[C:16](=[CH:17][CH:18]=1)[NH:15][CH2:14][CH2:13][CH2:12]2)[CH3:2].Cl[C:22]([O:24][C:25]1[CH:30]=[CH:29][C:28]([Cl:31])=[CH:27][CH:26]=1)=[O:23]. (3) The reactants are: [F:1][C:2]1[CH:13]=[CH:12][C:5](/[CH:6]=[CH:7]/[S:8](Cl)(=[O:10])=[O:9])=[CH:4][CH:3]=1.[Cl:14][C:15]1[CH:21]=[CH:20][C:18]([NH2:19])=[CH:17][CH:16]=1. Given the product [F:1][C:2]1[CH:13]=[CH:12][C:5](/[CH:6]=[CH:7]/[S:8]([NH:19][C:18]2[CH:20]=[CH:21][C:15]([Cl:14])=[CH:16][CH:17]=2)(=[O:10])=[O:9])=[CH:4][CH:3]=1, predict the reactants needed to synthesize it.